From a dataset of Reaction yield outcomes from USPTO patents with 853,638 reactions. Predict the reaction yield, written as a fraction of the theoretical maximum amount of product (1.0 means a 100% yield; for example, 0.34 means a 34% yield). (1) The reactants are [NH2:1][C:2]1[CH:10]=[CH:9][CH:8]=[C:7]([Cl:11])[C:3]=1[C:4]([OH:6])=O.N1[CH:16]=[CH:15]N=C1.C(Cl)(=O)C.Cl.[NH2:22][CH:23]1[CH2:28][CH2:27][C:26](=[O:29])[NH:25][C:24]1=[O:30].P(OC1C=CC=CC=1)(OC1C=CC=CC=1)OC1C=CC=CC=1. The catalyst is C(#N)C.O. The product is [Cl:11][C:7]1[CH:8]=[CH:9][CH:10]=[C:2]2[C:3]=1[C:4](=[O:6])[N:22]([CH:23]1[CH2:28][CH2:27][C:26](=[O:29])[NH:25][C:24]1=[O:30])[C:15]([CH3:16])=[N:1]2. The yield is 0.310. (2) The reactants are Cl.[CH3:2][O:3][CH2:4][C@@H:5]([NH:13][C:14](=[O:29])[C@@H:15]([NH2:28])[C:16]1[CH:21]=[CH:20][C:19]([C:22]2[CH:27]=[CH:26][CH:25]=[CH:24][CH:23]=2)=[CH:18][CH:17]=1)[CH2:6][C:7]1[CH:12]=[CH:11][CH:10]=[CH:9][CH:8]=1.[CH2:30]([O:32][C:33]([CH2:35][C@@H:36]([CH2:40][CH2:41][CH2:42][CH3:43])[C:37](O)=[O:38])=[O:34])[CH3:31].C1C=CC2N(O)N=NC=2C=1.C(Cl)CCl.CN1CCOCC1. No catalyst specified. The product is [CH3:2][O:3][CH2:4][C@@H:5]([NH:13][C:14]([C@H:15]([C:16]1[CH:17]=[CH:18][C:19]([C:22]2[CH:27]=[CH:26][CH:25]=[CH:24][CH:23]=2)=[CH:20][CH:21]=1)[NH:28][C:37]([C@H:36]([CH2:40][CH2:41][CH2:42][CH3:43])[CH2:35][C:33]([O:32][CH2:30][CH3:31])=[O:34])=[O:38])=[O:29])[CH2:6][C:7]1[CH:8]=[CH:9][CH:10]=[CH:11][CH:12]=1. The yield is 0.860. (3) The reactants are C([Si]([C:8]#[C:9][C:10]1[CH:11]=[CH:12][C:13]([C:16]([O:18]C)=[O:17])=[N:14][CH:15]=1)(CC)CC)C.CCCC[N+](CCCC)(CCCC)CCCC.[F-]. The catalyst is C1COCC1. The product is [C:9]([C:10]1[CH:11]=[CH:12][C:13]([C:16]([OH:18])=[O:17])=[N:14][CH:15]=1)#[CH:8]. The yield is 0.0610. (4) The reactants are [CH3:1][N:2]([CH3:18])[S:3]([N:6]1[C:10]([CH:11](O)[C:12]2[S:13][CH:14]=[CH:15][CH:16]=2)=[CH:9][N:8]=[CH:7]1)(=[O:5])=[O:4].CO. The catalyst is [Pd].C1COCC1. The product is [CH3:18][N:2]([CH3:1])[S:3]([N:6]1[C:10]([CH2:11][C:12]2[S:13][CH:14]=[CH:15][CH:16]=2)=[CH:9][N:8]=[CH:7]1)(=[O:5])=[O:4]. The yield is 1.00. (5) The reactants are [NH2:1][C:2]1[CH:3]=[N:4][S:5][C:6]=1[N:7]1[CH2:12][CH2:11][CH2:10][C@H:9]([NH:13][C:14](=[O:20])[O:15][C:16]([CH3:19])([CH3:18])[CH3:17])[CH2:8]1.OS(O)(=O)=O.N([O-])=O.[Na+].[N-:30]=[N+:31]=[N-].[Na+].N#N.C([O-])([O-])=O.[Na+].[Na+]. The catalyst is O.CC(C)=O. The product is [N:1]([C:2]1[CH:3]=[N:4][S:5][C:6]=1[N:7]1[CH2:12][CH2:11][CH2:10][C@H:9]([NH:13][C:14](=[O:20])[O:15][C:16]([CH3:17])([CH3:19])[CH3:18])[CH2:8]1)=[N+:30]=[N-:31]. The yield is 0.370. (6) The reactants are CN([CH:4]=[O:5])C.[C:6](Cl)(=[O:10])[C:7](Cl)=O.[CH2:12]([O:14][C:15]#[CH:16])[CH3:13].C(N([CH2:22][CH3:23])CC)C.[CH2:24](Cl)Cl. No catalyst specified. The product is [CH2:15]([O:14][C:12]1[C:24]2([CH2:7][CH2:6][O:10][CH2:23][CH2:22]2)[C:4](=[O:5])[CH:13]=1)[CH3:16]. The yield is 0.590. (7) The reactants are [CH3:1][O:2][C:3]1[CH:4]=[C:5]([C:11]([C:13]2[CH:18]=[CH:17][C:16]([O:19][CH3:20])=[CH:15][CH:14]=2)=O)[CH:6]=[CH:7][C:8]=1[O:9][CH3:10].C(OP([CH2:29][C:30]#[N:31])(=O)OCC)C.C[Si]([N-][Si](C)(C)C)(C)C.[Li+].COC1C=C(C(C2C=CC=C(OC)C=2)=CC#N)C=C(OC)C=1. The catalyst is C1COCC1. The product is [CH3:1][O:2][C:3]1[CH:4]=[C:5]([C:11]([C:13]2[CH:18]=[CH:17][C:16]([O:19][CH3:20])=[CH:15][CH:14]=2)=[CH:29][C:30]#[N:31])[CH:6]=[CH:7][C:8]=1[O:9][CH3:10]. The yield is 0.960.